This data is from Forward reaction prediction with 1.9M reactions from USPTO patents (1976-2016). The task is: Predict the product of the given reaction. Given the reactants C([O:3][C:4](=O)[CH2:5][O:6][C:7]1[CH:12]=[CH:11][C:10]([CH2:13][CH2:14][CH2:15][CH2:16][NH:17][C:18]([O:20][CH2:21][C:22]2[CH:27]=[CH:26][CH:25]=[CH:24][CH:23]=2)=[O:19])=[CH:9][CH:8]=1)C.[CH3:29][NH:30][CH3:31], predict the reaction product. The product is: [CH2:21]([O:20][C:18](=[O:19])[NH:17][CH2:16][CH2:15][CH2:14][CH2:13][C:10]1[CH:11]=[CH:12][C:7]([O:6][CH2:5][C:4](=[O:3])[N:30]([CH3:31])[CH3:29])=[CH:8][CH:9]=1)[C:22]1[CH:27]=[CH:26][CH:25]=[CH:24][CH:23]=1.